Dataset: Forward reaction prediction with 1.9M reactions from USPTO patents (1976-2016). Task: Predict the product of the given reaction. (1) Given the reactants [S-:1][C:2]#[N:3].[NH4+].C(Cl)(=O)C1C=CC=CC=1.[NH2:14][C:15]1[CH:20]=[CH:19][C:18]([Br:21])=[CH:17][N:16]=1, predict the reaction product. The product is: [Br:21][C:18]1[CH:19]=[CH:20][C:15]([NH:14][C:2]([NH2:3])=[S:1])=[N:16][CH:17]=1. (2) Given the reactants [Cl:1][C:2]1[CH:7]=[CH:6][C:5]([C:8]2[O:12][N:11]=[CH:10][C:9]=2[C:13]([OH:15])=O)=[CH:4][CH:3]=1.CN(C(ON1N=NC2C=CC=CC1=2)=[N+](C)C)C.[B-](F)(F)(F)F.Cl.[NH:39]1[CH2:44][CH2:43][CH2:42][C@@H:41]([C:45]([OH:48])([CH3:47])[CH3:46])[CH2:40]1.C(N(CC)CC)C, predict the reaction product. The product is: [Cl:1][C:2]1[CH:3]=[CH:4][C:5]([C:8]2[O:12][N:11]=[CH:10][C:9]=2[C:13]([N:39]2[CH2:44][CH2:43][CH2:42][C@@H:41]([C:45]([OH:48])([CH3:47])[CH3:46])[CH2:40]2)=[O:15])=[CH:6][CH:7]=1. (3) Given the reactants I[C:2]1[C:10]2[C:9]([O:11][CH2:12][CH:13]([CH3:15])[CH3:14])=[N:8][CH:7]=[N:6][C:5]=2[N:4](C(OC(C)(C)C)=O)[CH:3]=1.C([Mg]Cl)(C)C.C1COCC1.C1(C)C=CC(S([C:42]#[N:43])(=O)=O)=CC=1, predict the reaction product. The product is: [CH2:12]([O:11][C:9]1[C:10]2[C:2]([C:42]#[N:43])=[CH:3][NH:4][C:5]=2[N:6]=[CH:7][N:8]=1)[CH:13]([CH3:14])[CH3:15]. (4) The product is: [Cl:1][C:2]1[CH:3]=[C:4]([N:9]2[CH:14]=[CH:13][CH:12]=[CH:11][C:10]2=[O:15])[CH:5]=[CH:6][CH:7]=1. Given the reactants [Cl:1][C:2]1[CH:7]=[CH:6][CH:5]=[C:4](I)[CH:3]=1.[N:9]1[CH:14]=[CH:13][CH:12]=[CH:11][C:10]=1[OH:15].CCOC(C1C(=O)CCCC1)=O.C([O-])([O-])=O.[Cs+].[Cs+], predict the reaction product.